Dataset: Peptide-MHC class II binding affinity with 134,281 pairs from IEDB. Task: Regression. Given a peptide amino acid sequence and an MHC pseudo amino acid sequence, predict their binding affinity value. This is MHC class II binding data. (1) The peptide sequence is AEAPAAAAAPEEQVQ. The MHC is DRB1_0404 with pseudo-sequence DRB1_0404. The binding affinity (normalized) is 0.399. (2) The peptide sequence is LPQILAECARRRLRT. The MHC is HLA-DQA10201-DQB10303 with pseudo-sequence HLA-DQA10201-DQB10303. The binding affinity (normalized) is 0.463. (3) The peptide sequence is SPKARSERPAIVPPA. The MHC is HLA-DPA10103-DPB10301 with pseudo-sequence HLA-DPA10103-DPB10301. The binding affinity (normalized) is 0.505. (4) The peptide sequence is KSSKPLVGPFNFRFM. The MHC is HLA-DPA10301-DPB10402 with pseudo-sequence HLA-DPA10301-DPB10402. The binding affinity (normalized) is 0.524. (5) The peptide sequence is EKHYFAATQFEPLAA. The MHC is DRB1_0701 with pseudo-sequence DRB1_0701. The binding affinity (normalized) is 0.657. (6) The peptide sequence is EKKYFAATLFEPLAA. The MHC is HLA-DQA10301-DQB10302 with pseudo-sequence HLA-DQA10301-DQB10302. The binding affinity (normalized) is 0.396. (7) The peptide sequence is YHFDLSGIAFGSMAK. The MHC is HLA-DQA10401-DQB10402 with pseudo-sequence HLA-DQA10401-DQB10402. The binding affinity (normalized) is 0.0517. (8) The peptide sequence is GELQIVDKIDIAFKI. The MHC is DRB1_0404 with pseudo-sequence DRB1_0404. The binding affinity (normalized) is 0.494. (9) The peptide sequence is LDVVKLLYNEQFAVQ. The MHC is DRB5_0101 with pseudo-sequence DRB5_0101. The binding affinity (normalized) is 0.158.